Dataset: Catalyst prediction with 721,799 reactions and 888 catalyst types from USPTO. Task: Predict which catalyst facilitates the given reaction. (1) Reactant: [OH:1][CH2:2][C:3]1[CH:12]=[CH:11][C:6]([C:7]([O:9][CH3:10])=[O:8])=[C:5]([CH3:13])[CH:4]=1.[C:14]1(O)[CH:19]=[CH:18][CH:17]=[CH:16][CH:15]=1.C1(P(C2C=CC=CC=2)C2C=CC=CC=2)C=CC=CC=1.C(OC(N=NC(OC(C)C)=O)=O)(C)C. Product: [CH3:13][C:5]1[CH:4]=[C:3]([CH2:2][O:1][C:14]2[CH:19]=[CH:18][CH:17]=[CH:16][CH:15]=2)[CH:12]=[CH:11][C:6]=1[C:7]([O:9][CH3:10])=[O:8]. The catalyst class is: 7. (2) Reactant: [Br:1][C:2]1[CH:26]=[N:25][C:5]2=[N:6][C:7]([N:11]3[CH2:15][CH2:14][C@@H:13]([N:16]([CH3:24])[C:17](=[O:23])[O:18][C:19]([CH3:22])([CH3:21])[CH3:20])[CH2:12]3)=[C:8](Cl)[N:9]=[C:4]2[CH:3]=1.O.[NH2:28][NH2:29]. Product: [Br:1][C:2]1[CH:26]=[N:25][C:5]2=[N:6][C:7]([N:11]3[CH2:15][CH2:14][C@@H:13]([N:16]([CH3:24])[C:17](=[O:23])[O:18][C:19]([CH3:22])([CH3:21])[CH3:20])[CH2:12]3)=[C:8]([NH:28][NH2:29])[N:9]=[C:4]2[CH:3]=1. The catalyst class is: 14. (3) Reactant: Br[C:2]1[C:3]([F:21])=[C:4]([F:20])[C:5]([NH:12][C:13]2[CH:18]=[CH:17][CH:16]=[CH:15][C:14]=2[Cl:19])=[C:6]([CH:11]=1)[C:7]([O:9][CH3:10])=[O:8].C(N(CC)C(C)C)(C)C.CC1(C)C2C(=C(P(C3C=CC=CC=3)C3C=CC=CC=3)C=CC=2)OC2C(P(C3C=CC=CC=3)C3C=CC=CC=3)=CC=CC1=2.[CH3:73][O:74][C:75]1[CH:80]=[CH:79][C:78]([CH2:81][SH:82])=[CH:77][CH:76]=1. Product: [F:20][C:4]1[C:5]([NH:12][C:13]2[CH:18]=[CH:17][CH:16]=[CH:15][C:14]=2[Cl:19])=[C:6]([CH:11]=[C:2]([S:82][CH2:81][C:78]2[CH:79]=[CH:80][C:75]([O:74][CH3:73])=[CH:76][CH:77]=2)[C:3]=1[F:21])[C:7]([O:9][CH3:10])=[O:8]. The catalyst class is: 62. (4) Reactant: [F:1][C:2]1[CH:9]=[CH:8][CH:7]=[CH:6][C:3]=1[CH:4]=O.C1C(=O)N(Br)C(=O)C1.[CH2:18]([SH:22])[CH2:19][CH2:20][SH:21]. Product: [F:1][C:2]1[CH:9]=[CH:8][CH:7]=[CH:6][C:3]=1[CH:4]1[S:22][CH2:18][CH2:19][CH2:20][S:21]1. The catalyst class is: 2. (5) Product: [Cl:31][C:16]1[CH:17]=[C:18]([C:21]2[CH:26]=[CH:25][CH:24]=[CH:23][C:22]=2[S:27]([CH3:30])(=[O:28])=[O:29])[CH:19]=[CH:20][C:15]=1[NH:14][C:13]([CH:9]1[CH2:10][CH2:11][CH2:12][NH:8]1)=[O:32]. Reactant: C(OC([N:8]1[CH2:12][CH2:11][CH2:10][CH:9]1[C:13](=[O:32])[NH:14][C:15]1[CH:20]=[CH:19][C:18]([C:21]2[CH:26]=[CH:25][CH:24]=[CH:23][C:22]=2[S:27]([CH3:30])(=[O:29])=[O:28])=[CH:17][C:16]=1[Cl:31])=O)(C)(C)C.FC(F)(F)C(O)=O. The catalyst class is: 366. (6) Reactant: C(Cl)(=O)C.[C:5]1([S:11]([CH2:14][C:15]2[C:20]([C:21]([O:23][CH2:24][CH3:25])=[O:22])=[C:19]([O:26][CH3:27])[C:18]([C:28]3[N:32](C4CCCCO4)[N:31]=[CH:30][CH:29]=3)=[CH:17][CH:16]=2)(=[O:13])=[O:12])[CH:10]=[CH:9][CH:8]=[CH:7][CH:6]=1. Product: [C:5]1([S:11]([CH2:14][C:15]2[C:20]([C:21]([O:23][CH2:24][CH3:25])=[O:22])=[C:19]([O:26][CH3:27])[C:18]([C:28]3[CH:29]=[CH:30][NH:31][N:32]=3)=[CH:17][CH:16]=2)(=[O:13])=[O:12])[CH:10]=[CH:9][CH:8]=[CH:7][CH:6]=1. The catalyst class is: 5. (7) Reactant: [CH2:1]1[C:10]2[C:5](=[CH:6][CH:7]=[CH:8][CH:9]=2)[CH2:4][CH2:3][NH:2]1.[F-].[K+].[N+](C1C=C(S(O[CH2:26][C@@H:27]2[CH2:29][O:28]2)(=O)=O)C=CC=1)([O-])=O. Product: [O:28]1[CH2:29][C@H:27]1[CH2:26][N:2]1[CH2:3][CH2:4][C:5]2[C:10](=[CH:9][CH:8]=[CH:7][CH:6]=2)[CH2:1]1. The catalyst class is: 1.